Predict the reaction yield, written as a fraction of the theoretical maximum amount of product (1.0 means a 100% yield; for example, 0.34 means a 34% yield). From a dataset of Reaction yield outcomes from USPTO patents with 853,638 reactions. (1) The reactants are [NH2:1][C:2]1[CH:10]=[CH:9][C:8]([CH3:11])=[CH:7][C:3]=1[C:4]([OH:6])=[O:5].Cl[C:13]([O:15][CH2:16][CH2:17][CH3:18])=O. The catalyst is N1C=CC=CC=1. The product is [CH2:16]([O:15][C:13]1[O:5][C:4](=[O:6])[C:3]2[CH:7]=[C:8]([CH3:11])[CH:9]=[CH:10][C:2]=2[N:1]=1)[CH2:17][CH3:18]. The yield is 0.660. (2) The reactants are [NH2:1][C:2]1[C:7]([C:8]([NH2:10])=[O:9])=[C:6]([F:11])[C:5]([F:12])=[CH:4][CH:3]=1.[Cl:13][C:14]1[N:15]=[C:16](Cl)[C:17]2[CH:22]=[CH:21][N:20]([S:23]([C:26]3[CH:31]=[CH:30][C:29]([CH3:32])=[CH:28][CH:27]=3)(=[O:25])=[O:24])[C:18]=2[N:19]=1.FC(F)(F)C(O)=O. The catalyst is C(O)C(F)(F)F. The product is [Cl:13][C:14]1[N:15]=[C:16]([NH:1][C:2]2[C:7]([C:8]([NH2:10])=[O:9])=[C:6]([F:11])[C:5]([F:12])=[CH:4][CH:3]=2)[C:17]2[CH:22]=[CH:21][N:20]([S:23]([C:26]3[CH:31]=[CH:30][C:29]([CH3:32])=[CH:28][CH:27]=3)(=[O:24])=[O:25])[C:18]=2[N:19]=1. The yield is 0.550.